This data is from B-cell epitopes from IEDB database with 3,159 antigens for binding position prediction. The task is: Token-level Classification. Given an antigen amino acid sequence, predict which amino acid positions are active epitope sites capable of antibody binding. Output is a list of indices for active positions. (1) Given the antigen sequence: MCSTCANVLKYYNWDPHFKLVINPNKFLSIGFCDNPLMCCYPELLPEFGTVWDCDQSPLQIYLESILGDDEWSSTYEAIDPVVPPMHWNEAGKIFQPHPGVLMHHIIGEVAKAWDPNLPLFRLEADDGSITAPEQGTVVGGVIAEPSSQMSTAADMASGKSVDSEWEAFFSFHTSVNWSTSETQGKILFKQSLGPLLNPYLEHLSKLYVAWSGSVEVRFSISGSGVFGGKLAAIVVPPGVDPIQSTSMLQYPHVLFDARQVEPVIFTIPDLRSTLYHLMSDTDTTSLVIMVYNDLINPYANDSNSSGCIVTVETKPGSDFKFHLLKPPGSMLTHGSVPSDLIPKTSSLWIGNRFWSDITDFVIRPFVFQANRHFDFNQETAGWSTPRFRPITVTISEKNGAKLGVGVATDFIVPGIPDGWPDTTIGEKLVPAGDYAITNGSGNDITTANQYDAADIIRNNTNFKGMYICGSLQRAWGDKKISNTAFITTATVEGNDLIPS..., which amino acid positions are active epitope sites? The epitope positions are: [441, 442, 443, 444, 445, 446, 447, 448, 449, 450, 451, 452, 453, 454, 455, 456, 457, 458]. The amino acids at these positions are: GNDITTANQYDAADIIRN. (2) The epitope positions are: [590, 591, 592, 593, 594, 595, 596, 597, 598, 599, 600]. The amino acids at these positions are: WTEVSEVATEV. Given the antigen sequence: MRWLIYRQLLTNSYTVGLSDEIQEIGSTKTQNVTINPGPFAQTSYAPVNWGPGETNDSTVVEPVLDGPYQPTTFNPPVDYWMLLAPTDAGVVVEGTNNTNRWLATILIEPNVQSVERTITLFGQQVQITVSNDSQTKWKFIDVSKQTQDGNYSQHGPLLSTPKLYGVMKHGGKIYTYNGVSPNANTGYYSTTNYDSVNMTAYCDFYIIPLGEEAKCTEYINNGLPPIQNTRNVVPVSISSRSIVHTRAQANEDIVVSKTSLWKDMQYNRDIIVRVKFAISIVKSDALGYLWSEVSFKQANYQYTNTRDREEVTADQTYSVNPVNDFNYNGGSIPTVFVISMYEVIKEYSCLNIDYWNDSKAFRDMVYLPSLAANLNSLMCPGAHYSFALPDGNYPVMTRGAVSLHTAPVTLSTQITGDLPSLFLLCIVRLSVEEPSFSIMRTRVSGLYGLPAAKPNNSQEYYEIAGRFSLISLVPSNDDYQTPIMNSVTVRQEFRRQLAE..., which amino acid positions are active epitope sites? (3) Given the antigen sequence: MMRKLAILSVSSFLFVEALFQEYQCYGSSSNTRVLNELNYDNAGTNLYNELEMNYYGKQENWYSLKKNSRSLGENDDGNNNNGDNGREGKDEDKRDGNNEDNEKLRKPKHKKLKQPGDGNPDPNANPNVDPNANPNVDPNANPNVDPNANPNANPNANPNANPNANPNANPNANPNANPNANPNANPNANPNANPNANPNANPNANPNVDPNANPNANPNANPNANPNANPNANPNANPNANPNANPNANPNANPNANPNANPNANPNANPNANPNANPNANPNANPNKNNQGNGQGHNMPNDPNRNVDENANANNAVKNNNNEEPSDKHIEQYLKKIKNSISTEWSPCSVTCGNGIQVRIKPGSANKPKDELDYENDIEKKICKMEKCSSVFNVVNSSIGLIMVLSFLFLN, which amino acid positions are active epitope sites? The epitope positions are: [377, 378, 379, 380, 381, 382, 383, 384, 385, 386, 387, 388, 389, 390, 391, 392, 393, 394, 395, 396... (21 total positions)]. The amino acids at these positions are: DIEKKICKMEKCSSVFNVVNS. (4) Given the antigen sequence: MSTNPKPQRKTKRNTNRRPQDVKFPGGGQIVGGVYLLPRRGPRLGVRATRKTSERSQPRGRRQPIPKARQPEGRAWAQPGYPWPLYGNEGLGWAGWLLSPRGSRPSWGPTDPRRRSRNLGKVIDTLTCGFADLMGYIPLVGAPLGGAARALAHGVRVLEDGVNYATGNLPGCSFSIFLLALLSCLTIPASAYEVRNVSGVYHVTNDCSNASIVYEAADMIMHTPGCVPCVRENNSSRCWVALTPTLAARNASVPTTTIRRHVDLLVGAAALCSAMYVGDLCGSVFLVAQLFTFSPRRHETVQDCNCSIYPGHVTGHRMAWDMMMNWSPTAALVVSQLLRIPQAVVDMVAGAHWGVLAGLAYYSMVGNWAKVLIVMLLFAGVDGGTYVTGGTMAKNTLGITSLFSPGSSQKIQLVNTNGSWHINRTALNCNDSLNTGFLAALFYVHKFNSSGCPERMASCSPIDAFAQGWGPITYNESHSSDQRPYCWHYAPRPCGIVPAA..., which amino acid positions are active epitope sites? The epitope positions are: [398, 399, 400, 401, 402, 403, 404, 405, 406]. The amino acids at these positions are: ITSLFSPGS. (5) Given the antigen sequence: MREIVHIQAGQCGNQIGAKFWEVISDEHGIDPTGSYHGDSDLQLERINVYYNEAAGNKYVPRAILVDLEPGTMDSVRSGPFGQIFRPDNFVFGQSGAGNNWAKGHYTEGAELVDSVLDVVRKESESCDCLQGFQLTHSLGGGTGSGMGTLLISKIREEYPDRIMNTFSVVPSPKVSDTVVEPYNATLSVHQLVENTDETYCIDNEALYDICFRTLKLTTPTYGDLNHLVSATMSGVTTCLRFPGQLNADLRKLAVNMVPFPRLHFFMPGFAPLTSRGSQQYRALTVPELTQQMFDAKNMMAACDPRHGRYLTVAAVFRGRMSMKEVDEQMLNVQNKNSSYFVEWIPNNVKTAVCDIPPRGLKMSATFIGNSTAIQELFKRISEQFTAMFRRKAFLHWYTGEGMDEMEFTEAESNMNDLVSEYQQYQDATADEQGEFEEEGEEDEA, which amino acid positions are active epitope sites? The epitope positions are: [80, 81, 82, 83, 84, 85, 86, 87, 88, 89, 90, 91, 92, 93, 94]. The amino acids at these positions are: FGQIFRPDNFVFGQS. (6) Given the antigen sequence: DDPPATVYRYDSRPPEDVFQNGFTAWGNNDNVLDHLTGRSCQVGSSNSAFVSTSSSRRYTEVYLEHRMQEAVEAERAGRGTGHFIGYIYEVRADNNFYGAASSYFEYVDTYGDNAGRILAGALATYQSEYLAHRRIPPENIRRVTRVYHNGITGETTTTEYSNARYVSQQTRANPNPYTSRRSVASIVGTLVRIAPVIGACMARQAESSEAMAAWSERAGEAMVLVYYESIAYSF, which amino acid positions are active epitope sites? The epitope positions are: [9, 10, 11, 12, 13, 14, 15, 16, 17]. The amino acids at these positions are: YDSRPPEDV.